Task: Binary Classification. Given a miRNA mature sequence and a target amino acid sequence, predict their likelihood of interaction.. Dataset: Experimentally validated miRNA-target interactions with 360,000+ pairs, plus equal number of negative samples (1) The miRNA is hsa-miR-3197 with sequence GGAGGCGCAGGCUCGGAAAGGCG. The protein sequence of the target gene is MWALVGRALAPWAAGARHAAASEPRAACRLFSAAELKEKPDMSRFPVEDIRNFSIIAHVDHGKSTLADRLLELTGTIDKTKKNKQVLDKLQVERERGITVKAQTASLFYSFGGKQYLLNLIDTPGHVDFSYEVSRSLSACQGVLLVVDANEGIQAQTVANFFLAFEAQLSVIPVINKIDLKNADPERVGKQIEKVFDIPSEECIKISAKLGTNVDSVLQAVIERIPPPKVHRENPLKALVFDSTFDQYRGVIANIALFDGVVSKGDKIVSAHTKKAYEVNEVGILNPNEQPTHKLYAGQV.... Result: 0 (no interaction). (2) Result: 0 (no interaction). The miRNA is mmu-miR-532-5p with sequence CAUGCCUUGAGUGUAGGACCGU. The protein sequence of the target gene is MSYTGFVQGSETTLQSTYSDTSAQPTCDYGYGTWNSGTNRGYEGYGYGYGYGQDNTTNYGYGMATSHSWEMPSSDTNANTSASGSASADSVLSRINQRLDMVPHLETDMMQGGVYGSGGERYDSYESCDSRAVLSERDLYRSGYDYSELDPEMEMAYEGQYDAYRDQFRMRGNDTFGPRAQGWARDARSGRPMASGYGRMWEDPMGARGQCMSGASRLPSLFSQNIIPEYGMFQGMRGGGAFPGGSRFGFGFGNGMKQMRRTWKTWTTADFRTKKKKRKQGGSPDEPDSKATRTDCSDNS....